Dataset: Catalyst prediction with 721,799 reactions and 888 catalyst types from USPTO. Task: Predict which catalyst facilitates the given reaction. (1) The catalyst class is: 1. Product: [CH3:12][N:13]([CH2:14][CH2:15][C:16]1[CH:21]=[CH:20][CH:19]=[CH:18][CH:17]=1)[C:2]1[S:3][C:4]([C:7]([O:9][CH2:10][CH3:11])=[O:8])=[CH:5][N:6]=1. Reactant: Br[C:2]1[S:3][C:4]([C:7]([O:9][CH2:10][CH3:11])=[O:8])=[CH:5][N:6]=1.[CH3:12][NH:13][CH2:14][CH2:15][C:16]1[CH:21]=[CH:20][CH:19]=[CH:18][CH:17]=1. (2) Reactant: CCN(C(C)C)C(C)C.CN(C(ON1N=NC2C=CC=NC1=2)=[N+](C)C)C.F[P-](F)(F)(F)(F)F.[CH:34]1([C:40]([OH:42])=O)[CH2:39][CH2:38][CH2:37][CH2:36][CH2:35]1.[Br:43][C:44]1[CH:53]=[CH:52][C:47]2[N:48]=[C:49]([NH2:51])[S:50][C:46]=2[CH:45]=1. Product: [Br:43][C:44]1[CH:53]=[CH:52][C:47]2[N:48]=[C:49]([NH:51][C:40]([CH:34]3[CH2:35][CH2:36][CH2:37][CH2:38][CH2:39]3)=[O:42])[S:50][C:46]=2[CH:45]=1. The catalyst class is: 2. (3) Reactant: FC(F)(F)C(O)=O.[Cl:8][C:9]1[CH:14]=[CH:13][C:12]([S:15]([CH:18]([C:27]2[CH:32]=[C:31]([F:33])[CH:30]=[CH:29][C:28]=2[F:34])[CH2:19][C:20]([O:22]C(C)(C)C)=[O:21])(=[O:17])=[O:16])=[CH:11][CH:10]=1. Product: [Cl:8][C:9]1[CH:10]=[CH:11][C:12]([S:15]([CH:18]([C:27]2[CH:32]=[C:31]([F:33])[CH:30]=[CH:29][C:28]=2[F:34])[CH2:19][C:20]([OH:22])=[O:21])(=[O:17])=[O:16])=[CH:13][CH:14]=1. The catalyst class is: 2. (4) Reactant: [CH3:1][N:2]1[C:6]([CH3:7])=[C:5]([S:8](=[O:17])(=[O:16])[NH:9][C@H:10]([CH3:15])[C:11]([F:14])([F:13])[F:12])[CH:4]=[C:3]1[C:18]([O:20][CH2:21][CH3:22])=[O:19].[Cl:23]N1C(=O)CCC1=O. Product: [Cl:23][C:4]1[C:5]([S:8](=[O:17])(=[O:16])[NH:9][C@H:10]([CH3:15])[C:11]([F:13])([F:14])[F:12])=[C:6]([CH3:7])[N:2]([CH3:1])[C:3]=1[C:18]([O:20][CH2:21][CH3:22])=[O:19]. The catalyst class is: 52. (5) Reactant: [H][H].[CH2:3]=[CH:4][CH3:5].[CH3:6][C:7]1[C:12]2COC(=O)[C:11]=2C(O[C@@H]2O[C@H](C(O)=O)[C@@H](O)[C@H](O)[C@H]2O)=[C:9]([CH2:30]/[CH:31]=[C:32](/[CH2:34][CH2:35][C:36](O)=O)\C)[C:8]=1OC. Product: [CH2:3]=[CH:4][CH2:5][CH2:36][CH2:35][CH2:34][CH2:32][CH2:31][CH2:30][CH2:9][CH2:8][CH2:7][CH2:12][CH3:11].[CH2:6]=[CH:7][CH3:8]. The catalyst class is: 5. (6) Reactant: [CH3:1][O:2][C:3]1[CH:4]=[C:5]([CH:24]=[CH:25][CH:26]=1)[CH2:6][C:7]1[O:11][C:10]([NH:12][C:13]2[CH:14]=[C:15]3[C:19](=[CH:20][CH:21]=2)[NH:18][N:17]=[C:16]3[CH:22]=[CH2:23])=[N:9][N:8]=1. Product: [CH2:22]([C:16]1[C:15]2[C:19](=[CH:20][CH:21]=[C:13]([NH:12][C:10]3[O:11][C:7]([CH2:6][C:5]4[CH:24]=[CH:25][CH:26]=[C:3]([O:2][CH3:1])[CH:4]=4)=[N:8][N:9]=3)[CH:14]=2)[NH:18][N:17]=1)[CH3:23]. The catalyst class is: 19. (7) Reactant: [CH3:1][C@@H:2]([CH2:8][CH:9]=[CH2:10])[C@H:3]([S:5]([O-:7])=[O:6])[CH3:4].[Na+].CC([O-])=O.[K+].[NH2:17]OS(O)(=O)=O. Product: [CH3:1][C@@H:2]([CH2:8][CH:9]=[CH2:10])[C@H:3]([S:5]([NH2:17])(=[O:7])=[O:6])[CH3:4]. The catalyst class is: 6. (8) Reactant: S(Cl)(Cl)=O.[N+:5]([C:8]1[CH:13]=[CH:12][CH:11]=[CH:10][C:9]=1[C:14]1[CH:18]=[CH:17][S:16][C:15]=1C(O)=O)([O-:7])=[O:6].C1[CH2:26][O:25]CC1.[N-:27]=[N+]=[N-].[Na+]. Product: [N+:5]([C:8]1[C:9]2[C:14]3[CH:18]=[CH:17][S:16][C:15]=3[NH:27][C:26](=[O:25])[C:10]=2[CH:11]=[CH:12][CH:13]=1)([O-:7])=[O:6]. The catalyst class is: 638. (9) Reactant: [CH2:1]([O:3][CH:4]([CH2:10][C:11]1[CH:16]=[CH:15][C:14]([O:17][CH2:18][CH:19]=[CH:20][CH2:21][O:22][C:23]2[CH:28]=[CH:27][C:26]([CH2:29][CH:30]([O:36][CH2:37][CH3:38])[C:31]([O:33]CC)=[O:32])=[CH:25][CH:24]=2)=[CH:13][CH:12]=1)[C:5]([O:7]CC)=[O:6])[CH3:2].[OH-].[Na+]. Product: [CH2:37]([O:36][CH:30]([CH2:29][C:26]1[CH:25]=[CH:24][C:23]([O:22][CH2:21][CH:20]=[CH:19][CH2:18][O:17][C:14]2[CH:15]=[CH:16][C:11]([CH2:10][CH:4]([O:3][CH2:1][CH3:2])[C:5]([OH:7])=[O:6])=[CH:12][CH:13]=2)=[CH:28][CH:27]=1)[C:31]([OH:33])=[O:32])[CH3:38]. The catalyst class is: 8.